Dataset: Full USPTO retrosynthesis dataset with 1.9M reactions from patents (1976-2016). Task: Predict the reactants needed to synthesize the given product. (1) Given the product [Br:1][C:2]1[CH:7]=[CH:6][N:5]2[C:8]([C:11]([NH:13][C:14]3[CH:15]=[C:16]([C:17](=[O:18])[NH:34][CH2:35][C:36]4[CH:41]=[CH:40][C:39]([F:42])=[C:38]([F:43])[CH:37]=4)[CH:20]=[CH:21][C:22]=3[F:23])=[O:12])=[CH:9][N:10]=[C:4]2[CH:3]=1, predict the reactants needed to synthesize it. The reactants are: [Br:1][C:2]1[CH:7]=[CH:6][N:5]2[C:8]([C:11]([NH:13][C:14]3[CH:15]=[C:16]([CH:20]=[CH:21][C:22]=3[F:23])[C:17](O)=[O:18])=[O:12])=[CH:9][N:10]=[C:4]2[CH:3]=1.S(Cl)(Cl)=O.NC1C=C(C=CC=1F)C([NH:34][CH2:35][C:36]1[CH:41]=[CH:40][C:39]([F:42])=[C:38]([F:43])[CH:37]=1)=O.N1C=CC=CC=1. (2) Given the product [CH3:1][N:2]1[CH2:7][CH2:6][N:5]([S:8]([C:11]2[CH:12]=[C:13]3[C:17](=[CH:18][CH:19]=2)[N:16]([C:20]([O:22][C:23]([CH3:26])([CH3:25])[CH3:24])=[O:21])[CH:15]=[CH:14]3)(=[O:10])=[O:9])[CH2:4][CH2:3]1, predict the reactants needed to synthesize it. The reactants are: [CH3:1][N:2]1[CH2:7][CH2:6][N:5]([S:8]([C:11]2[CH:12]=[C:13]3[C:17](=[CH:18][CH:19]=2)[NH:16][CH:15]=[CH:14]3)(=[O:10])=[O:9])[CH2:4][CH2:3]1.[C:20](O[C:20]([O:22][C:23]([CH3:26])([CH3:25])[CH3:24])=[O:21])([O:22][C:23]([CH3:26])([CH3:25])[CH3:24])=[O:21]. (3) Given the product [Br-:13].[CH3:1][C:2]1[N+:3]([CH2:14][C:15](=[O:16])[C:17]2[CH:22]=[CH:21][CH:20]=[CH:19][CH:18]=2)=[CH:4][C:5]2[CH2:10][NH:9][C:8](=[O:11])[NH:7][C:6]=2[N:12]=1, predict the reactants needed to synthesize it. The reactants are: [CH3:1][C:2]1[N:3]=[CH:4][C:5]2[CH2:10][NH:9][C:8](=[O:11])[NH:7][C:6]=2[N:12]=1.[Br:13][CH2:14][C:15]([C:17]1[CH:22]=[CH:21][CH:20]=[CH:19][CH:18]=1)=[O:16]. (4) The reactants are: CC1(C)C2C(=C(P(C3C=CC=CC=3)C3C=CC=CC=3)C=CC=2)OC2C(P(C3C=CC=CC=3)C3C=CC=CC=3)=CC=CC1=2.C([O-])([O-])=O.[Cs+].[Cs+].Cl[C:50]1[C:55](=[O:56])[N:54]([CH3:57])[CH:53]=[C:52]2[CH2:58][N:59]([CH2:62][CH2:63][C:64]3[N:72]=[C:67]4[CH:68]=[CH:69][CH:70]=[CH:71][N:66]4[N:65]=3)[C:60](=[O:61])[C:51]=12.[NH:73]1[CH2:78][CH2:77][O:76][CH2:75][CH2:74]1. Given the product [CH3:57][N:54]1[C:55](=[O:56])[C:50]([N:73]2[CH2:78][CH2:77][O:76][CH2:75][CH2:74]2)=[C:51]2[C:60](=[O:61])[N:59]([CH2:62][CH2:63][C:64]3[N:72]=[C:67]4[CH:68]=[CH:69][CH:70]=[CH:71][N:66]4[N:65]=3)[CH2:58][C:52]2=[CH:53]1, predict the reactants needed to synthesize it. (5) Given the product [Br:1][C:2]1[CH:3]=[C:4]([N:8]2[C:12]3=[N:13][CH:14]=[C:15]([CH:17]4[CH2:19][CH2:18]4)[CH:16]=[C:11]3[C:10]([C:20]([NH2:26])=[O:22])=[N:9]2)[CH:5]=[CH:6][CH:7]=1, predict the reactants needed to synthesize it. The reactants are: [Br:1][C:2]1[CH:3]=[C:4]([N:8]2[C:12]3=[N:13][CH:14]=[C:15]([CH:17]4[CH2:19][CH2:18]4)[CH:16]=[C:11]3[C:10]([C:20]([O:22]C)=O)=[N:9]2)[CH:5]=[CH:6][CH:7]=1.C([NH2:26])=O.C[O-].[Na+]. (6) Given the product [Cl:24][C:15]1[N:16]=[C:17]([N:18]2[CH2:23][CH2:22][O:21][CH2:20][CH2:19]2)[C:12]2[O:11][CH2:10][CH2:9][N:7]([CH3:6])[C:13]=2[N:14]=1, predict the reactants needed to synthesize it. The reactants are: C(O[C:6](=O)[N:7]([CH2:9][CH2:10][O:11][C:12]1[C:13](Cl)=[N:14][C:15]([Cl:24])=[N:16][C:17]=1[N:18]1[CH2:23][CH2:22][O:21][CH2:20][CH2:19]1)C)(C)(C)C.Cl.